This data is from Forward reaction prediction with 1.9M reactions from USPTO patents (1976-2016). The task is: Predict the product of the given reaction. (1) Given the reactants Br[C:2]1[CH:3]=[C:4]([C:8](=[O:10])[CH3:9])[CH:5]=[CH:6][CH:7]=1.[O:11]1[CH2:15][CH2:14][NH:13][C:12]1=[O:16], predict the reaction product. The product is: [C:8]([C:4]1[CH:3]=[C:2]([N:13]2[CH2:14][CH2:15][O:11][C:12]2=[O:16])[CH:7]=[CH:6][CH:5]=1)(=[O:10])[CH3:9]. (2) Given the reactants [CH2:1]([NH:3][C:4]1[C:9]([CH:10]=O)=[CH:8][N:7]=[C:6]2[N:12](COC)[CH:13]=[C:14]([CH3:15])[C:5]=12)[CH3:2].[Cl:19][C:20]1[C:30]([CH2:31][C:32]#N)=[CH:29][C:28]([O:34][CH3:35])=[CH:27][C:21]=1[C:22]([NH:24][CH2:25][CH3:26])=[O:23].[O-:36]CC.[Na+], predict the reaction product. The product is: [Cl:19][C:20]1[C:30]([C:31]2[C:32](=[O:36])[N:3]([CH2:1][CH3:2])[C:4]3[C:9](=[CH:8][N:7]=[C:6]4[NH:12][CH:13]=[C:14]([CH3:15])[C:5]4=3)[CH:10]=2)=[CH:29][C:28]([O:34][CH3:35])=[CH:27][C:21]=1[C:22]([NH:24][CH2:25][CH3:26])=[O:23]. (3) Given the reactants [CH3:1][C@H:2]1[O:6][C:5](=[O:7])[N:4]([CH2:8][C:9]2[CH:14]=[CH:13][C:12]([O:15][CH2:16][CH:17]3[CH2:22][CH2:21][C:20](=O)[CH2:19][CH2:18]3)=[CH:11][CH:10]=2)[CH2:3]1.[CH:24]1([NH2:28])[CH2:27][CH2:26][CH2:25]1.[BH4-].[Na+], predict the reaction product. The product is: [CH:24]1([NH:28][CH:20]2[CH2:21][CH2:22][CH:17]([CH2:16][O:15][C:12]3[CH:13]=[CH:14][C:9]([CH2:8][N:4]4[CH2:3][C@@H:2]([CH3:1])[O:6][C:5]4=[O:7])=[CH:10][CH:11]=3)[CH2:18][CH2:19]2)[CH2:27][CH2:26][CH2:25]1. (4) Given the reactants Cl[C:2]1[N:7]=[C:6]([NH:8][C:9]2[CH:14]=[CH:13][C:12]([O:15][C:16]([F:19])([F:18])[F:17])=[C:11]([Cl:20])[CH:10]=2)[C:5]([F:21])=[CH:4][N:3]=1.[NH2:22][C:23]1[CH:24]=[CH:25][C:26]2[O:30][CH:29]([C:31]([O:33][CH3:34])=[O:32])[CH2:28][C:27]=2[CH:35]=1, predict the reaction product. The product is: [Cl:20][C:11]1[CH:10]=[C:9]([NH:8][C:6]2[C:5]([F:21])=[CH:4][N:3]=[C:2]([NH:22][C:23]3[CH:24]=[CH:25][C:26]4[O:30][CH:29]([C:31]([O:33][CH3:34])=[O:32])[CH2:28][C:27]=4[CH:35]=3)[N:7]=2)[CH:14]=[CH:13][C:12]=1[O:15][C:16]([F:19])([F:18])[F:17]. (5) Given the reactants [CH3:1][O:2][C:3]1[CH:12]=[C:11]2[C:6]([CH:7]=[C:8]([C:18]3[CH:23]=[CH:22][N:21]=[C:20]([NH:24][CH3:25])[N:19]=3)[CH:9]=[C:10]2[NH:13][CH2:14][CH2:15][CH2:16][NH2:17])=[CH:5][CH:4]=1.[Br:26][C:27]1[C:35]2[C:30](=[N:31][CH:32]=[N:33][C:34]=2Cl)[NH:29][N:28]=1.C(OCC)(=O)C, predict the reaction product. The product is: [Br:26][C:27]1[C:35]2[C:30](=[N:31][CH:32]=[N:33][C:34]=2[NH:17][CH2:16][CH2:15][CH2:14][NH:13][C:10]2[C:11]3[C:6](=[CH:5][CH:4]=[C:3]([O:2][CH3:1])[CH:12]=3)[CH:7]=[C:8]([C:18]3[CH:23]=[CH:22][N:21]=[C:20]([NH:24][CH3:25])[N:19]=3)[CH:9]=2)[NH:29][N:28]=1. (6) Given the reactants C(=O)([O:7][C:8]1[C:20]2[CH2:19][O:18][C:17](=[O:21])[C:16]=2[C:15]([C:22]2[CH:26]=[CH:25][S:24][CH:23]=2)=[C:14]2[C:9]=1[CH:10]=[C:11]([O:29][CH3:30])[C:12]([O:27][CH3:28])=[CH:13]2)OC(C)(C)C.N1CCCCC1.Cl, predict the reaction product. The product is: [OH:7][C:8]1[C:20]2[CH2:19][O:18][C:17](=[O:21])[C:16]=2[C:15]([C:22]2[CH:26]=[CH:25][S:24][CH:23]=2)=[C:14]2[C:9]=1[CH:10]=[C:11]([O:29][CH3:30])[C:12]([O:27][CH3:28])=[CH:13]2. (7) Given the reactants Cl[C:2]1[C:3]([CH2:18][NH:19][C:20]([C@H:22]2[N:26]([C:27]([O:29][C:30]([CH3:33])([CH3:32])[CH3:31])=[O:28])[C@@H:25]([CH3:34])[C@H:24]([F:35])[CH2:23]2)=[O:21])=[CH:4][C:5]([C:8]2[CH:9]=[N:10][C:11]([C:14]([F:17])([F:16])[F:15])=[N:12][CH:13]=2)=[N:6][CH:7]=1.CO[C:38]1C=CC=C(OC)[C:43]=1[C:44]1C=CC=CC=1P(C1CCCCC1)C1CCCCC1.C(=O)([O-])[O-].[K+].[K+].C1(B(O)O)CC1, predict the reaction product. The product is: [CH:44]1([C:2]2[C:3]([CH2:18][NH:19][C:20]([C@H:22]3[N:26]([C:27]([O:29][C:30]([CH3:33])([CH3:32])[CH3:31])=[O:28])[C@@H:25]([CH3:34])[C@H:24]([F:35])[CH2:23]3)=[O:21])=[CH:4][C:5]([C:8]3[CH:9]=[N:10][C:11]([C:14]([F:17])([F:16])[F:15])=[N:12][CH:13]=3)=[N:6][CH:7]=2)[CH2:43][CH2:38]1. (8) Given the reactants [CH2:1]([C:3]1[CH:8]=[CH:7][C:6]([C:9]([C:11]2[C:12]([O:17][CH2:18][C:19]3[CH:24]=[CH:23][CH:22]=[CH:21][CH:20]=3)=[N:13][CH:14]=[CH:15][CH:16]=2)=[O:10])=[CH:5][CH:4]=1)[CH3:2].[BH4-].[Na+], predict the reaction product. The product is: [CH2:18]([O:17][C:12]1[C:11]([CH:9]([C:6]2[CH:5]=[CH:4][C:3]([CH2:1][CH3:2])=[CH:8][CH:7]=2)[OH:10])=[CH:16][CH:15]=[CH:14][N:13]=1)[C:19]1[CH:20]=[CH:21][CH:22]=[CH:23][CH:24]=1.